From a dataset of Catalyst prediction with 721,799 reactions and 888 catalyst types from USPTO. Predict which catalyst facilitates the given reaction. (1) Reactant: Cl.[NH:2]([C:4]1(O)[CH2:9][CH2:8][CH2:7][CH2:6][CH2:5]1)[NH2:3].C(O[CH:14]=[C:15]([C:21]#[N:22])[C:16]([O:18][CH2:19][CH3:20])=[O:17])C.[C:23]([O-:26])(=[O:25])[CH3:24].[Na+]. Product: [CH2:19]([O:18][C:16]([C:15]1[CH:14]=[N:3][N:2]([C@H:4]2[CH2:9][CH2:8][C@@H:7]([OH:25])[CH2:6][CH2:5]2)[C:21]=1[NH2:22])=[O:17])[CH3:20].[CH2:19]([O:18][C:16]([C:15]1[CH:14]=[N:3][N:2]([C@H:4]2[CH2:9][CH2:24][C@H:23]([OH:26])[CH2:6][CH2:5]2)[C:21]=1[NH2:22])=[O:17])[CH3:20]. The catalyst class is: 8. (2) Product: [F:13][CH:2]([F:1])[C:3]1[N:8]=[CH:7][N:6]=[C:5]([C:9]2[NH:11][O:12][C:14](=[O:15])[N:10]=2)[CH:4]=1. Reactant: [F:1][CH:2]([F:13])[C:3]1[N:8]=[CH:7][N:6]=[C:5]([C:9](=[N:11][OH:12])[NH2:10])[CH:4]=1.[C:14](N1C=CN=C1)(N1C=CN=C1)=[O:15].N12CCCN=C1CCCCC2.Cl. The catalyst class is: 132. (3) Reactant: [CH3:1][O:2][C:3]([C:5]1[S:6][C:7]([Br:28])=[CH:8][C:9]=1[N:10]([CH:20]1[CH2:25][O:24]C(C)(C)[O:22][CH2:21]1)[C:11]([C@H:13]1[CH2:18][CH2:17][C@H:16]([CH3:19])[CH2:15][CH2:14]1)=[O:12])=[O:4].Cl.C([O-])(O)=O.[Na+]. Product: [CH3:1][O:2][C:3]([C:5]1[S:6][C:7]([Br:28])=[CH:8][C:9]=1[N:10]([CH:20]([CH2:25][OH:24])[CH2:21][OH:22])[C:11]([C@H:13]1[CH2:18][CH2:17][C@H:16]([CH3:19])[CH2:15][CH2:14]1)=[O:12])=[O:4]. The catalyst class is: 1. (4) Reactant: [CH3:1][O:2][C:3]1[C:11]([CH3:12])=[CH:10][C:6]([C:7](Cl)=[O:8])=[CH:5][C:4]=1[CH3:13].[Cl:14][C:15]1[CH:20]=[C:19]([Cl:21])[N:18]=[CH:17][C:16]=1[NH2:22].N1C=CC=CC=1. Product: [Cl:14][C:15]1[CH:20]=[C:19]([Cl:21])[N:18]=[CH:17][C:16]=1[NH:22][C:7](=[O:8])[C:6]1[CH:10]=[C:11]([CH3:12])[C:3]([O:2][CH3:1])=[C:4]([CH3:13])[CH:5]=1. The catalyst class is: 4. (5) Reactant: [CH3:1][CH:2]([CH3:36])[C@H:3]([NH:31][C:32](=[O:35])[O:33][CH3:34])[C:4](=[O:30])[N:5]1[CH2:9][CH2:8][CH2:7][C@H:6]1[C:10]1[NH:11][C:12]([C:15]2[CH:20]=[CH:19][C:18](B3OC(C)(C)C(C)(C)O3)=[CH:17][CH:16]=2)=[CH:13][N:14]=1.[C:37]([O:41][C:42]([N:44]1[C@H:49]([C:50]2[NH:54][C:53]3[C:55]4[C:60]([CH:61]=[CH:62][C:52]=3[N:51]=2)=[CH:59][C:58](Br)=[CH:57][CH:56]=4)[C@@H:48]2[CH2:64][C@H:45]1[CH2:46][CH2:47]2)=[O:43])([CH3:40])([CH3:39])[CH3:38].C([O-])([O-])=O.[K+].[K+]. Product: [C:37]([O:41][C:42]([N:44]1[C@H:49]([C:50]2[NH:54][C:53]3[C:55]4[C:60]([CH:61]=[CH:62][C:52]=3[N:51]=2)=[CH:59][C:58]([C:18]2[CH:19]=[CH:20][C:15]([C:12]3[NH:11][C:10]([C@@H:6]5[CH2:7][CH2:8][CH2:9][N:5]5[C:4](=[O:30])[C@@H:3]([NH:31][C:32]([O:33][CH3:34])=[O:35])[CH:2]([CH3:36])[CH3:1])=[N:14][CH:13]=3)=[CH:16][CH:17]=2)=[CH:57][CH:56]=4)[C@@H:48]2[CH2:64][C@H:45]1[CH2:46][CH2:47]2)=[O:43])([CH3:40])([CH3:39])[CH3:38]. The catalyst class is: 104. (6) Reactant: C[O:2][C:3]([C:5]1[C:6]([CH:23]([CH3:25])[CH3:24])=[N:7][C:8]2[C:13]([C:14]=1[C:15]1[CH:20]=[CH:19][CH:18]=[CH:17][C:16]=1[F:21])=[CH:12][CH:11]=[C:10]([Cl:22])[CH:9]=2)=[O:4].[OH-].[Na+]. Product: [Cl:22][C:10]1[CH:9]=[C:8]2[C:13]([C:14]([C:15]3[CH:20]=[CH:19][CH:18]=[CH:17][C:16]=3[F:21])=[C:5]([C:3]([OH:4])=[O:2])[C:6]([CH:23]([CH3:24])[CH3:25])=[N:7]2)=[CH:12][CH:11]=1. The catalyst class is: 8. (7) Reactant: [CH2:1]([C:3]1[C:8](/[CH:9]=[CH:10]/[O:11]C)=[CH:7][CH:6]=[CH:5][C:4]=1[C:13]1[S:17][C:16]([C:18]2[CH:19]=[CH:20][C:21]([CH2:26][CH:27]([CH3:29])[CH3:28])=[C:22]([CH:25]=2)[C:23]#[N:24])=[N:15][N:14]=1)[CH3:2].[I-].[Na+].C[Si](Cl)(C)C.O. Product: [CH2:1]([C:3]1[C:8]([CH2:9][CH:10]=[O:11])=[CH:7][CH:6]=[CH:5][C:4]=1[C:13]1[S:17][C:16]([C:18]2[CH:19]=[CH:20][C:21]([CH2:26][CH:27]([CH3:28])[CH3:29])=[C:22]([CH:25]=2)[C:23]#[N:24])=[N:15][N:14]=1)[CH3:2]. The catalyst class is: 10. (8) Reactant: [NH:1]1[CH:5]=[C:4]([C:6]([O:8][CH2:9][CH3:10])=[O:7])[CH:3]=[C:2]1[C:11]([O:13][CH2:14][CH3:15])=[O:12].[Br:16][CH2:17][CH2:18]Br.C([O-])([O-])=O.[K+].[K+]. Product: [Br:16][CH2:17][CH2:18][N:1]1[CH:5]=[C:4]([C:6]([O:8][CH2:9][CH3:10])=[O:7])[CH:3]=[C:2]1[C:11]([O:13][CH2:14][CH3:15])=[O:12]. The catalyst class is: 23. (9) Reactant: [Cl:1][C:2]1[C:3]([F:43])=[C:4]([C@@H:8]2[C@:12]([C:15]3[CH:20]=[CH:19][C:18]([Cl:21])=[CH:17][C:16]=3[F:22])([C:13]#[N:14])[C@H:11]([CH2:23][C:24]([CH3:27])([CH3:26])[CH3:25])[N:10]([CH3:28])[C@H:9]2[C:29]([NH:31][C:32]2[CH:40]=[CH:39][C:35]([C:36](O)=[O:37])=[CH:34][C:33]=2[O:41][CH3:42])=[O:30])[CH:5]=[CH:6][CH:7]=1.[CH3:44][N:45](C(ON1N=NC2C=CC=NC1=2)=[N+](C)C)C.F[P-](F)(F)(F)(F)F.CN.C1COCC1. Product: [CH3:42][O:41][C:33]1[CH:34]=[C:35]([C:36](=[O:37])[NH:45][CH3:44])[CH:39]=[CH:40][C:32]=1[NH:31][C:29]([CH:9]1[CH:8]([C:4]2[CH:5]=[CH:6][CH:7]=[C:2]([Cl:1])[C:3]=2[F:43])[C:12]([C:15]2[CH:20]=[CH:19][C:18]([Cl:21])=[CH:17][C:16]=2[F:22])([C:13]#[N:14])[CH:11]([CH2:23][C:24]([CH3:27])([CH3:26])[CH3:25])[N:10]1[CH3:28])=[O:30]. The catalyst class is: 2.